From a dataset of Rat liver microsome stability data. Regression/Classification. Given a drug SMILES string, predict its absorption, distribution, metabolism, or excretion properties. Task type varies by dataset: regression for continuous measurements (e.g., permeability, clearance, half-life) or binary classification for categorical outcomes (e.g., BBB penetration, CYP inhibition). Dataset: rlm. (1) The drug is CC(C)(C)C[C@@H]1N[C@@H](C(=O)N[C@H]2C[C@@](C)(O)C2)[C@H](c2cccc(Cl)c2F)[C@]12C(=O)Nc1cc(Cl)ccc12. The result is 0 (unstable in rat liver microsomes). (2) The compound is Cc1ccc(OCCn2c(CCNC(=O)c3ccc(Cl)cc3)nc3ccccc32)cc1. The result is 1 (stable in rat liver microsomes). (3) The result is 1 (stable in rat liver microsomes). The compound is Cc1ccc(C)c(CN2CCC(CNC(=O)Nc3ccc(Br)cc3F)CC2)c1. (4) The result is 0 (unstable in rat liver microsomes). The drug is CCOc1nc(C(=O)NCc2ccccc2S(N)(=O)=O)cc(N)c1C#N. (5) The compound is Cc1ccc(Nc2nc(-c3ccncc3)nc3ccccc23)cc1F. The result is 1 (stable in rat liver microsomes). (6) The drug is O=C(NCc1ccccc1)c1cn2cc(-c3ccccc3)sc2n1. The result is 1 (stable in rat liver microsomes). (7) The compound is CC(=O)NCCN1CC[C@H](C)Nc2cc(ccc2C(N)=O)-n2c(c(C)c3c2CC(C)(C)CC3=O)CC1=O. The result is 0 (unstable in rat liver microsomes). (8) The molecule is CNc1nc(NCc2ccc(NC(=O)c3ccc(C#N)cc3)cc2)c2ccccc2n1. The result is 1 (stable in rat liver microsomes). (9) The compound is CCC(C)N(C)C(=O)c1cc2ccccc2c(-c2ccccc2Cl)n1. The result is 1 (stable in rat liver microsomes).